From a dataset of Full USPTO retrosynthesis dataset with 1.9M reactions from patents (1976-2016). Predict the reactants needed to synthesize the given product. (1) Given the product [NH2:15][C:16]1[CH:21]=[CH:20][CH:19]=[CH:18][C:17]=1[C:22]1[NH:23][C:24]2[C:29]([C:30]=1[CH:31]1[CH2:32][CH2:33][CH2:34][CH2:35][CH2:36]1)=[CH:28][CH:27]=[C:26]([C:37]([O:39][CH3:1])=[O:38])[CH:25]=2, predict the reactants needed to synthesize it. The reactants are: [C:1](O)(C(F)(F)F)=O.C(OC([NH:15][C:16]1[CH:21]=[CH:20][CH:19]=[CH:18][C:17]=1[C:22]1[NH:23][C:24]2[C:29]([C:30]=1[CH:31]1[CH2:36][CH2:35][CH2:34][CH2:33][CH2:32]1)=[CH:28][CH:27]=[C:26]([C:37]([O-:39])=[O:38])[CH:25]=2)=O)(C)(C)C. (2) Given the product [CH3:50][O:51][C:52]1[CH:57]=[CH:56][C:55]([C:30]2[CH:31]=[C:32]([CH3:49])[C:33]([C:36]([N:38]3[CH2:39][CH2:40][CH:41]([N:44]4[CH2:48][CH2:47][CH2:46][CH2:45]4)[CH2:42][CH2:43]3)=[O:37])=[N:34][CH:35]=2)=[CH:54][C:53]=1[C:61]([F:64])([F:63])[F:62], predict the reactants needed to synthesize it. The reactants are: COC(C1C(C)=CC(C2C=CC=C(C(F)(F)F)C=2)=CN=1)=O.ClC1C=C([C:30]2[CH:31]=[C:32]([CH3:49])[C:33]([C:36]([N:38]3[CH2:43][CH2:42][CH:41]([N:44]4[CH2:48][CH2:47][CH2:46][CH2:45]4)[CH2:40][CH2:39]3)=[O:37])=[N:34][CH:35]=2)C=CC=1Cl.[CH3:50][O:51][C:52]1[CH:57]=[CH:56][C:55](B(O)O)=[CH:54][C:53]=1[C:61]([F:64])([F:63])[F:62].C(=O)([O-])[O-].[Na+].[Na+]. (3) Given the product [CH:18]([O:21][C:22]1[CH:30]=[CH:29][C:25]([C:26]([N:2]2[CH2:7][CH2:6][C:5]3([C:16](=[O:17])[CH2:15][C:14]4[C:9](=[CH:10][CH:11]=[CH:12][CH:13]=4)[O:8]3)[CH2:4][CH2:3]2)=[O:27])=[CH:24][C:23]=1[O:31][CH3:32])([CH3:20])[CH3:19], predict the reactants needed to synthesize it. The reactants are: Cl.[NH:2]1[CH2:7][CH2:6][C:5]2([C:16](=[O:17])[CH2:15][C:14]3[C:9](=[CH:10][CH:11]=[CH:12][CH:13]=3)[O:8]2)[CH2:4][CH2:3]1.[CH:18]([O:21][C:22]1[CH:30]=[CH:29][C:25]([C:26](O)=[O:27])=[CH:24][C:23]=1[O:31][CH3:32])([CH3:20])[CH3:19].CCN(CC)CC.CN(C(ON1N=NC2C=CC=NC1=2)=[N+](C)C)C.F[P-](F)(F)(F)(F)F. (4) Given the product [CH3:4][Si:3]([CH3:6])([CH3:5])[C:1]#[C:2][CH2:18][C@H:17]([OH:16])[CH2:19][OH:20], predict the reactants needed to synthesize it. The reactants are: [C:1]([Si:3]([CH3:6])([CH3:5])[CH3:4])#[CH:2].B(F)(F)F.CCOCC.[O:16]1[CH2:18][C@H:17]1[CH2:19][OH:20].C([O-])(O)=O.[Na+]. (5) Given the product [CH3:17][C:12]1[CH:11]=[CH:10][C:15]([O:16][C:2]2[CH:9]=[CH:8][CH:7]=[CH:6][C:3]=2[CH:4]=[O:5])=[CH:14][CH:13]=1, predict the reactants needed to synthesize it. The reactants are: F[C:2]1[CH:9]=[CH:8][CH:7]=[CH:6][C:3]=1[CH:4]=[O:5].[CH:10]1[C:15]([OH:16])=[CH:14][CH:13]=[C:12]([CH3:17])[CH:11]=1.C([O-])([O-])=O.[K+].[K+].C(OCC)(=O)C. (6) Given the product [CH3:24][C:23]([CH3:25])([CH2:27][C:28]1[CH:33]=[CH:32][CH:31]=[CH:30][CH:29]=1)[C:22]#[N:26], predict the reactants needed to synthesize it. The reactants are: C(NC1CCCCC1)(C)C.C([Li])CCC.CCCCCC.[C:22](#[N:26])[CH:23]([CH3:25])[CH3:24].[CH2:27](Cl)[C:28]1[CH:33]=[CH:32][CH:31]=[CH:30][CH:29]=1. (7) Given the product [Cl:15][CH2:11][CH2:10][CH:5]1[CH2:6][CH2:7][CH2:8][CH2:9][N:4]1[CH2:1][CH2:2][CH3:3], predict the reactants needed to synthesize it. The reactants are: [CH2:1]([N:4]1[CH2:9][CH2:8][CH2:7][CH2:6][CH:5]1[CH2:10][CH2:11]O)[CH2:2][CH3:3].S(Cl)([Cl:15])=O.